From a dataset of Reaction yield outcomes from USPTO patents with 853,638 reactions. Predict the reaction yield, written as a fraction of the theoretical maximum amount of product (1.0 means a 100% yield; for example, 0.34 means a 34% yield). (1) The reactants are [NH2:1][C:2]1[N:7]=[C:6]([N:8]2[CH2:13][CH2:12][C:11]([CH3:15])([OH:14])[CH2:10][CH2:9]2)[CH:5]=[CH:4][C:3]=1[N+:16]([O-])=O.[CH2:19]([O:26][C:27]1[CH:34]=[CH:33][C:30]([CH:31]=O)=[CH:29][CH:28]=1)[C:20]1[CH:25]=[CH:24][CH:23]=[CH:22][CH:21]=1.S(S([O-])=O)([O-])=O.[Na+].[Na+].CCO. The catalyst is O. The product is [CH2:19]([O:26][C:27]1[CH:28]=[CH:29][C:30]([C:31]2[NH:1][C:2]3=[N:7][C:6]([N:8]4[CH2:13][CH2:12][C:11]([CH3:15])([OH:14])[CH2:10][CH2:9]4)=[CH:5][CH:4]=[C:3]3[N:16]=2)=[CH:33][CH:34]=1)[C:20]1[CH:21]=[CH:22][CH:23]=[CH:24][CH:25]=1. The yield is 0.100. (2) The reactants are [C:1]([O:5][C:6]([N:8]1[CH2:13][CH2:12][N:11]([C:14]2[N:19]=[C:18]([C:20]3[CH:25]=[CH:24][N:23]=[C:22]([NH:26][CH:27]4[CH2:32][CH2:31][CH2:30][CH2:29][CH2:28]4)[CH:21]=3)[CH:17]=[C:16]([CH2:33]Br)[CH:15]=2)[CH2:10][CH2:9]1)=[O:7])([CH3:4])([CH3:3])[CH3:2].[C-:35]#[N:36].[Na+]. The catalyst is CS(C)=O. The product is [C:1]([O:5][C:6]([N:8]1[CH2:13][CH2:12][N:11]([C:14]2[N:19]=[C:18]([C:20]3[CH:25]=[CH:24][N:23]=[C:22]([NH:26][CH:27]4[CH2:32][CH2:31][CH2:30][CH2:29][CH2:28]4)[CH:21]=3)[CH:17]=[C:16]([CH2:33][C:35]#[N:36])[CH:15]=2)[CH2:10][CH2:9]1)=[O:7])([CH3:4])([CH3:3])[CH3:2]. The yield is 0.440. (3) The reactants are [NH2:1][C:2](=[O:36])[CH2:3][O:4][C:5]1[C:13]([C:14]2[CH:15]=[CH:16][C:17]3[O:21][C:20]([C:22]4[CH:27]=[CH:26][C:25]([F:28])=[CH:24][CH:23]=4)=[C:19]([C:29](=[O:32])[NH:30][CH3:31])[C:18]=3[CH:33]=2)=[CH:12][C:8]([C:9]([OH:11])=O)=[C:7]([O:34][CH3:35])[CH:6]=1.[CH3:37][C:38]([NH2:41])([CH3:40])[CH3:39].CN(C(O[N:50]1N=N[C:52]2[CH:53]=[CH:54]C=N[C:51]1=2)=[N+](C)C)C.F[P-](F)(F)(F)(F)F. The catalyst is CN(C=O)C. The product is [NH2:1][C:2](=[O:36])[CH2:3][O:4][C:5]1[CH:6]=[C:7]([O:34][CH3:35])[C:8]([C:9](=[O:11])[NH:41][C:38]2([C:40]3[CH:54]=[CH:53][CH:52]=[CH:51][N:50]=3)[CH2:39][CH2:37]2)=[CH:12][C:13]=1[C:14]1[CH:15]=[CH:16][C:17]2[O:21][C:20]([C:22]3[CH:27]=[CH:26][C:25]([F:28])=[CH:24][CH:23]=3)=[C:19]([C:29]([NH:30][CH3:31])=[O:32])[C:18]=2[CH:33]=1. The yield is 0.520.